Task: Predict which catalyst facilitates the given reaction.. Dataset: Catalyst prediction with 721,799 reactions and 888 catalyst types from USPTO (1) Reactant: [Cl:1][S:2]([C:5]1[CH:13]=[CH:12][C:8]([C:9](Cl)=[O:10])=[CH:7][CH:6]=1)(=[O:4])=[O:3].[CH2:14]1[NH:19][CH2:18][CH2:17][N:16]2[CH2:20][CH2:21][CH2:22][C@H:15]12.C(=O)([O-])[O-].[Na+].[Na+]. Product: [CH2:14]1[N:19]([C:9]([C:8]2[CH:12]=[CH:13][C:5]([S:2]([Cl:1])(=[O:4])=[O:3])=[CH:6][CH:7]=2)=[O:10])[CH2:18][CH2:17][N:16]2[CH2:20][CH2:21][CH2:22][C@H:15]12. The catalyst class is: 4. (2) Reactant: [NH:1]1[C:9]2[C:4](=[CH:5][CH:6]=[CH:7][CH:8]=2)[C:3]([C:10]([OH:12])=O)=[CH:2]1.C(Cl)(=O)C([Cl:16])=O. Product: [NH:1]1[C:9]2[C:4](=[CH:5][CH:6]=[CH:7][CH:8]=2)[C:3]([C:10]([Cl:16])=[O:12])=[CH:2]1. The catalyst class is: 825. (3) Reactant: Cl.Cl.Cl.[N:4]1([C:10]2[CH:15]=[CH:14][C:13]([C@H:16]3[NH:21][CH2:20][CH2:19][NH:18][CH2:17]3)=[CH:12][CH:11]=2)[CH2:9][CH2:8][O:7][CH2:6][CH2:5]1.C(N(CC)CC)C.Cl[C:30]1[N:35]([CH3:36])[C:34](=[O:37])[CH:33]=[C:32]([C:38]2[CH:43]=[CH:42][N:41]=[CH:40][C:39]=2[F:44])[N:31]=1. Product: [F:44][C:39]1[CH:40]=[N:41][CH:42]=[CH:43][C:38]=1[C:32]1[N:31]=[C:30]([N:18]2[CH2:19][CH2:20][NH:21][C@@H:16]([C:13]3[CH:12]=[CH:11][C:10]([N:4]4[CH2:5][CH2:6][O:7][CH2:8][CH2:9]4)=[CH:15][CH:14]=3)[CH2:17]2)[N:35]([CH3:36])[C:34](=[O:37])[CH:33]=1. The catalyst class is: 7. (4) Reactant: [N:1]([CH2:4][C@@H:5]([C:7]1[C:15]2[S:14][C:13](=[O:16])[NH:12][C:11]=2[C:10]([OH:17])=[CH:9][CH:8]=1)[OH:6])=[N+]=[N-].C([OH:20])C. Product: [C:10]([OH:17])(=[O:20])[CH3:11].[NH2:1][CH2:4][C@@H:5]([C:7]1[C:15]2[S:14][C:13](=[O:16])[NH:12][C:11]=2[C:10]([OH:17])=[CH:9][CH:8]=1)[OH:6]. The catalyst class is: 45. (5) Reactant: [Br:1][C:2]1[CH:7]=[CH:6][C:5]([C:8](=O)[CH2:9][N:10]2[CH2:14][CH2:13][CH2:12][CH2:11]2)=[CH:4][CH:3]=1.CN.[BH3-][C:19]#[N:20].[Na+].C(O)(=O)C. Product: [Br:1][C:2]1[CH:7]=[CH:6][C:5]([CH:8]([NH:20][CH3:19])[CH2:9][N:10]2[CH2:14][CH2:13][CH2:12][CH2:11]2)=[CH:4][CH:3]=1. The catalyst class is: 1. (6) Reactant: CON(C)[C:4]([C@@H:6]1[O:11][CH2:10][CH2:9][N:8]([C:12]([O:14][C:15]([CH3:18])([CH3:17])[CH3:16])=[O:13])[CH2:7]1)=[O:5].[CH3:20][O:21][CH2:22][CH2:23][CH2:24][CH2:25][Mg]Cl. Product: [CH3:20][O:21][CH2:22][CH2:23][CH2:24][CH2:25][C:4]([C@@H:6]1[O:11][CH2:10][CH2:9][N:8]([C:12]([O:14][C:15]([CH3:16])([CH3:17])[CH3:18])=[O:13])[CH2:7]1)=[O:5]. The catalyst class is: 1. (7) Reactant: [F:1][C:2]1[CH:7]=[C:6]([C:8]2[N:9]=[CH:10][S:11][CH:12]=2)[CH:5]=[CH:4][C:3]=1[C:13](=[O:15])[CH3:14].[F:16][C:17]([F:24])([F:23])[C:18](OCC)=[O:19].C[O-].[Na+]. Product: [F:16][C:17]([F:24])([F:23])[C:18](=[O:19])[CH2:14][C:13]([C:3]1[CH:4]=[CH:5][C:6]([C:8]2[N:9]=[CH:10][S:11][CH:12]=2)=[CH:7][C:2]=1[F:1])=[O:15]. The catalyst class is: 282.